This data is from Peptide-MHC class I binding affinity with 185,985 pairs from IEDB/IMGT. The task is: Regression. Given a peptide amino acid sequence and an MHC pseudo amino acid sequence, predict their binding affinity value. This is MHC class I binding data. (1) The binding affinity (normalized) is 0.247. The peptide sequence is TSDGKEYTY. The MHC is HLA-A01:01 with pseudo-sequence HLA-A01:01. (2) The peptide sequence is NQFGTMPSL. The MHC is HLA-B57:01 with pseudo-sequence HLA-B57:01. The binding affinity (normalized) is 0.0847. (3) The peptide sequence is LLGLWVFAAL. The binding affinity (normalized) is 0.668. The MHC is HLA-A02:01 with pseudo-sequence HLA-A02:01. (4) The peptide sequence is AAYARAAAL. The MHC is HLA-B14:01 with pseudo-sequence HLA-B14:02. The binding affinity (normalized) is 0.327. (5) The peptide sequence is VYINHPFIY. The MHC is HLA-A02:02 with pseudo-sequence HLA-A02:02. The binding affinity (normalized) is 0. (6) The peptide sequence is ANLGEEILS. The MHC is Mamu-B8301 with pseudo-sequence Mamu-B8301. The binding affinity (normalized) is 0.318.